This data is from Full USPTO retrosynthesis dataset with 1.9M reactions from patents (1976-2016). The task is: Predict the reactants needed to synthesize the given product. (1) Given the product [C:12]([O:16][C:17]([N:19]1[CH2:23][CH2:22][CH2:21][C:20]1([CH:27]([C:4]1[CH:5]=[C:6]([F:9])[C:7]([Cl:8])=[C:2]([Cl:1])[CH:3]=1)[OH:28])[CH2:24][CH2:25][CH3:26])=[O:18])([CH3:14])([CH3:15])[CH3:13], predict the reactants needed to synthesize it. The reactants are: [Cl:1][C:2]1[CH:3]=[C:4](Br)[CH:5]=[C:6]([F:9])[C:7]=1[Cl:8].[Mg].[C:12]([O:16][C:17]([N:19]1[CH2:23][CH2:22][CH2:21][C:20]1([CH:27]=[O:28])[CH2:24][CH2:25][CH3:26])=[O:18])([CH3:15])([CH3:14])[CH3:13]. (2) Given the product [N:9]1([C:5]2[CH:4]=[C:3]([OH:2])[CH:8]=[CH:7][CH:6]=2)[CH2:10][CH2:11][CH2:12][CH2:13]1, predict the reactants needed to synthesize it. The reactants are: C[O:2][C:3]1[CH:4]=[C:5]([N:9]2[CH2:13][CH2:12][CH2:11][CH2:10]2)[CH:6]=[CH:7][CH:8]=1.B(Br)(Br)Br.